Dataset: Full USPTO retrosynthesis dataset with 1.9M reactions from patents (1976-2016). Task: Predict the reactants needed to synthesize the given product. (1) Given the product [CH3:17][N:18]([CH3:20])/[CH:19]=[CH:1]/[C:2]1[C:7]([N+:8]([O-:10])=[O:9])=[CH:6][N:5]=[C:4]([C:11]([O:13][CH3:14])=[O:12])[CH:3]=1, predict the reactants needed to synthesize it. The reactants are: [CH3:1][C:2]1[C:7]([N+:8]([O-:10])=[O:9])=[CH:6][N:5]=[C:4]([C:11]([O:13][CH3:14])=[O:12])[CH:3]=1.CO[CH:17](OC)[N:18]([CH3:20])[CH3:19]. (2) The reactants are: [Cl:1][C:2]1[C:7]([O:8][CH3:9])=[CH:6][C:5]([O:10][CH3:11])=[CH:4][C:3]=1[CH2:12][C:13]([OH:15])=[O:14].O=S(Cl)Cl.[CH3:20]O. Given the product [Cl:1][C:2]1[C:7]([O:8][CH3:9])=[CH:6][C:5]([O:10][CH3:11])=[CH:4][C:3]=1[CH2:12][C:13]([O:15][CH3:20])=[O:14], predict the reactants needed to synthesize it.